Dataset: Catalyst prediction with 721,799 reactions and 888 catalyst types from USPTO. Task: Predict which catalyst facilitates the given reaction. (1) Reactant: [C:1]([CH:4]([C:13]([O:15][CH2:16][CH3:17])=[O:14])[CH2:5][CH:6]=[CH:7][C:8]([O:10][CH2:11][CH3:12])=[O:9])(=[O:3])[CH3:2].[CH3:18][O:19][C:20]1[CH:25]=[CH:24][C:23](/[CH:26]=[CH:27]/[N+:28]([O-:30])=[O:29])=[CH:22][CH:21]=1. Product: [CH2:11]([O:10][C:8]([CH2:7][C@@H:6]1[CH2:5][C@@:4]([C:1](=[O:3])[CH3:2])([C:13]([O:15][CH2:16][CH3:17])=[O:14])[C@@H:26]([C:23]2[CH:22]=[CH:21][C:20]([O:19][CH3:18])=[CH:25][CH:24]=2)[C@@H:27]1[N+:28]([O-:30])=[O:29])=[O:9])[CH3:12]. The catalyst class is: 27. (2) The catalyst class is: 21. Reactant: [C:1]1([C:8]2[CH:13]=[CH:12][CH:11]=[C:10]([OH:14])[CH:9]=2)[CH:6]=[CH:5][CH:4]=[C:3]([OH:7])[CH:2]=1.Br[CH2:16][CH2:17][CH2:18][OH:19].C(=O)([O-])[O-].[K+].[K+]. Product: [OH:19][CH2:18][CH2:17][CH2:16][O:14][C:10]1[CH:9]=[C:8]([C:1]2[CH:6]=[CH:5][CH:4]=[C:3]([OH:7])[CH:2]=2)[CH:13]=[CH:12][CH:11]=1. (3) Reactant: [CH:1]1[C:13]2[C:12](=[C:14]3[C:26]4[CH:25]=[CH:24][CH:23]=[CH:22][C:21]=4[C:20]4[C:15]3=[CH:16][CH:17]=[CH:18][CH:19]=4)[C:11]3[C:6](=[CH:7][CH:8]=[CH:9][CH:10]=3)[C:5]=2[CH:4]=[CH:3][CH:2]=1.[CH2:27]=[O:28].[O-:29][CH2:30]C.[Na+].Cl. Product: [OH:28][CH2:27][C:12]1([C:14]2([CH2:30][OH:29])[C:26]3[CH:25]=[CH:24][CH:23]=[CH:22][C:21]=3[C:20]3[C:15]2=[CH:16][CH:17]=[CH:18][CH:19]=3)[C:13]2[CH:1]=[CH:2][CH:3]=[CH:4][C:5]=2[C:6]2[C:11]1=[CH:10][CH:9]=[CH:8][CH:7]=2. The catalyst class is: 9. (4) Reactant: [CH3:1][O:2][C:3](=[O:13])[CH2:4][C:5]1[CH:10]=[CH:9][C:8](Cl)=[CH:7][C:6]=1[F:12].C1(P(C2CCCCC2)C2C=CC=CC=2C2C(OC)=CC=CC=2OC)CCCCC1.P([O-])([O-])([O-])=O.[K+].[K+].[K+].[CH2:51]([C:53]([C:72]1[CH:77]=[CH:76][C:75](/[CH:78]=[CH:79]/[C:80]([C:86]([F:89])([F:88])[F:87])([OH:85])[C:81]([F:84])([F:83])[F:82])=[C:74]([CH3:90])[CH:73]=1)([C:56]1[CH:61]=[CH:60][C:59](B2OC(C)(C)C(C)(C)O2)=[C:58]([CH3:71])[CH:57]=1)[CH2:54][CH3:55])[CH3:52]. Product: [CH3:1][O:2][C:3](=[O:13])[CH2:4][C:5]1[CH:10]=[CH:9][C:8]([C:59]2[CH:60]=[CH:61][C:56]([C:53]([CH2:54][CH3:55])([C:72]3[CH:77]=[CH:76][C:75](/[CH:78]=[CH:79]/[C:80]([OH:85])([C:86]([F:88])([F:89])[F:87])[C:81]([F:84])([F:83])[F:82])=[C:74]([CH3:90])[CH:73]=3)[CH2:51][CH3:52])=[CH:57][C:58]=2[CH3:71])=[CH:7][C:6]=1[F:12]. The catalyst class is: 493. (5) The catalyst class is: 396. Reactant: [CH2:1]([O:3][C:4](=[O:37])[CH2:5][CH2:6][NH:7][CH2:8][C:9](=[O:36])[N:10]1[C:18]2[C:13](=[CH:14][C:15]([O:19][CH2:20][C:21]3[S:22][C:23]([C:32]([F:35])([F:34])[F:33])=[C:24]([C:26]4[CH:31]=[CH:30][CH:29]=[CH:28][CH:27]=4)[CH:25]=3)=[CH:16][CH:17]=2)[CH2:12][CH2:11]1)[CH3:2].C=O.[C:40](O[BH-](OC(=O)C)OC(=O)C)(=O)C.[Na+].C(=O)([O-])O.[Na+]. Product: [CH2:1]([O:3][C:4](=[O:37])[CH2:5][CH2:6][N:7]([CH3:40])[CH2:8][C:9](=[O:36])[N:10]1[C:18]2[C:13](=[CH:14][C:15]([O:19][CH2:20][C:21]3[S:22][C:23]([C:32]([F:35])([F:33])[F:34])=[C:24]([C:26]4[CH:27]=[CH:28][CH:29]=[CH:30][CH:31]=4)[CH:25]=3)=[CH:16][CH:17]=2)[CH2:12][CH2:11]1)[CH3:2]. (6) Reactant: [C:1]([O:5][C:6](=[O:28])[NH:7][C:8]1[S:9][CH2:10][C@@H:11]2[CH2:17][C@H:16]([CH2:18]O)[O:15][CH2:14][C@:12]2([C:20]2[CH:25]=[CH:24][C:23]([F:26])=[CH:22][C:21]=2[F:27])[N:13]=1)([CH3:4])([CH3:3])[CH3:2].[F:29]C(F)(S(F)(=O)=O)C(F)(F)C(F)(F)C(F)(F)F.F.F.F.C(N(CC)CC)C.C(N(CC)CC)C.C(=O)(O)[O-].[Na+]. Product: [C:1]([O:5][C:6](=[O:28])[NH:7][C:8]1[S:9][CH2:10][C@@H:11]2[CH2:17][C@H:16]([CH2:18][F:29])[O:15][CH2:14][C@:12]2([C:20]2[CH:25]=[CH:24][C:23]([F:26])=[CH:22][C:21]=2[F:27])[N:13]=1)([CH3:4])([CH3:2])[CH3:3]. The catalyst class is: 783.